The task is: Predict which catalyst facilitates the given reaction.. This data is from Catalyst prediction with 721,799 reactions and 888 catalyst types from USPTO. (1) Reactant: [CH3:1][CH:2]1[CH2:7][CH2:6][CH2:5][CH2:4][N:3]1[CH2:8][CH2:9][CH2:10][O:11][C:12]1[CH:17]=[CH:16][C:15]([N:18]2[CH2:23][CH2:22][N:21](C(OC(C)(C)C)=O)[CH2:20][CH2:19]2)=[CH:14][CH:13]=1.FC(F)(F)C(O)=O.C(=O)(O)[O-].[Na+]. Product: [CH3:1][CH:2]1[CH2:7][CH2:6][CH2:5][CH2:4][N:3]1[CH2:8][CH2:9][CH2:10][O:11][C:12]1[CH:17]=[CH:16][C:15]([N:18]2[CH2:23][CH2:22][NH:21][CH2:20][CH2:19]2)=[CH:14][CH:13]=1. The catalyst class is: 4. (2) Reactant: [F:1][C:2]1[CH:3]=[C:4]([C@H:8]2[CH2:12][CH2:11][CH2:10][N:9]2[C:13]2[CH:18]=[CH:17][N:16]3[N:19]=[CH:20][C:21]([C:22](O)=[O:23])=[C:15]3[N:14]=2)[CH:5]=[N:6][CH:7]=1.CN(C(ON1N=NC2[CH:36]=[CH:37][CH:38]=[N:39]C1=2)=[N+](C)C)C.F[P-](F)(F)(F)(F)F.C1(N)CC1.C(N(C(C)C)CC)(C)C. The catalyst class is: 3. Product: [CH:38]1([NH:39][C:22]([C:21]2[CH:20]=[N:19][N:16]3[CH:17]=[CH:18][C:13]([N:9]4[CH2:10][CH2:11][CH2:12][C@@H:8]4[C:4]4[CH:5]=[N:6][CH:7]=[C:2]([F:1])[CH:3]=4)=[N:14][C:15]=23)=[O:23])[CH2:36][CH2:37]1. (3) Reactant: CO[Si:3]([CH2:12][CH2:13][CH2:14][CH3:15])([CH2:8][CH2:9][CH2:10][CH3:11])[CH2:4][CH2:5][CH2:6][CH3:7].[C:16]([OH:19])(=[O:18])[CH3:17].CN(C)C=O. Product: [C:16]([O:19][Si:3]([CH2:8][CH2:9][CH2:10][CH3:11])([CH2:12][CH2:13][CH2:14][CH3:15])[CH2:4][CH2:5][CH2:6][CH3:7])(=[O:18])[CH3:17]. The catalyst class is: 194. (4) Reactant: C(OC([N:8]1[CH2:12][CH2:11][C@@H:10]([C:13]([OH:15])=O)[CH2:9]1)=O)(C)(C)C.[CH:16]([N:19](CC)C(C)C)([CH3:18])[CH3:17].ON1C2C=CC=CC=2N=N1.Cl.CN(C)CCCN=C=NCC.CC(N)C. Product: [CH:16]([NH:19][C:13]([C@@H:10]1[CH2:11][CH2:12][NH:8][CH2:9]1)=[O:15])([CH3:18])[CH3:17]. The catalyst class is: 42. (5) Reactant: C([N:8]1[C:17](=[O:18])[C:16]2[C:11](=[CH:12][C:13]([O:34][CH3:35])=[C:14]([O:19][CH2:20][CH2:21][N:22]([CH2:30][C@@H:31]([OH:33])[CH3:32])CC3C=CC=CC=3)[CH:15]=2)[N:10]=[CH:9]1)C1C=CC=CC=1. Product: [O:18]=[C:17]1[C:16]2[C:11](=[CH:12][C:13]([O:34][CH3:35])=[C:14]([O:19][CH2:20][CH2:21][NH:22][CH2:30][C@@H:31]([OH:33])[CH3:32])[CH:15]=2)[N:10]=[CH:9][NH:8]1. The catalyst class is: 285. (6) Reactant: [C:1]1([CH:7]2[CH2:12][CH:11]([OH:13])[CH2:10][CH2:9][NH:8]2)[CH:6]=[CH:5][CH:4]=[CH:3][CH:2]=1.C([O-])([O-])=O.[K+].[K+].Cl[CH2:21][C:22]1[C:30]([CH3:31])=[CH:29][C:28]([CH3:32])=[C:27]2[C:23]=1[CH:24]=[CH:25][N:26]2[S:33]([C:36]1[CH:42]=[CH:41][C:39]([CH3:40])=[CH:38][CH:37]=1)(=[O:35])=[O:34].O. Product: [CH3:31][C:30]1[C:22]([CH2:21][N:8]2[CH2:9][CH2:10][CH:11]([OH:13])[CH2:12][CH:7]2[C:1]2[CH:2]=[CH:3][CH:4]=[CH:5][CH:6]=2)=[C:23]2[C:27](=[C:28]([CH3:32])[CH:29]=1)[N:26]([S:33]([C:36]1[CH:42]=[CH:41][C:39]([CH3:40])=[CH:38][CH:37]=1)(=[O:34])=[O:35])[CH:25]=[CH:24]2. The catalyst class is: 16. (7) Reactant: [OH-].[Na+].[CH2:3]([N:10]1[CH2:15][CH2:14][CH:13]([C:16]([O:18]CC)=[O:17])[CH2:12][CH2:11]1)[C:4]1[CH:9]=[CH:8][CH:7]=[CH:6][CH:5]=1.O1CCCC1.Cl. Product: [CH2:3]([N:10]1[CH2:11][CH2:12][CH:13]([C:16]([OH:18])=[O:17])[CH2:14][CH2:15]1)[C:4]1[CH:5]=[CH:6][CH:7]=[CH:8][CH:9]=1. The catalyst class is: 12. (8) The catalyst class is: 15. Product: [NH:1]1[C:2]2[CH:7]=[CH:6][CH:5]=[CH:4][C:3]=2[N:8]=[C:9]1[C@@H:10]([NH:27][C:28](=[O:37])[O:29][CH2:30][C:31]1[CH:32]=[CH:33][CH:34]=[CH:35][CH:36]=1)[CH2:11][C:12]1[CH:17]=[CH:16][C:15]([CH:18]2[S:22](=[O:24])(=[O:23])[NH:21][C:20](=[O:25])[CH2:19]2)=[C:14]([Br:26])[CH:13]=1. Reactant: [NH2:1][C:2]1[CH:7]=[CH:6][CH:5]=[CH:4][C:3]=1[NH:8][C:9](=O)[C@@H:10]([NH:27][C:28](=[O:37])[O:29][CH2:30][C:31]1[CH:36]=[CH:35][CH:34]=[CH:33][CH:32]=1)[CH2:11][C:12]1[CH:17]=[CH:16][C:15]([CH:18]2[S:22](=[O:24])(=[O:23])[NH:21][C:20](=[O:25])[CH2:19]2)=[C:14]([Br:26])[CH:13]=1. (9) Reactant: [H-].[Na+].[CH3:3][O:4][CH2:5][CH2:6][CH2:7][N:8]1[C:13]2[CH:14]=[C:15]([CH2:18][O:19][CH:20]3[CH2:25][N:24](S(C4C=CC(C)=CC=4)(=O)=O)[CH2:23][CH:22]([OH:36])[CH:21]3[C:37]3[CH:42]=[CH:41][C:40]([O:43][C:44]4[CH:54]=[CH:53][C:47]5[N:48]([CH3:52])[CH2:49][CH2:50][O:51][C:46]=5[CH:45]=4)=[CH:39][CH:38]=3)[CH:16]=[CH:17][C:12]=2[O:11][CH2:10][CH2:9]1.C1(C)C=CC(S(O[CH2:65][CH2:66][N:67]([CH3:78])S(C2C=CC(C)=CC=2)(=O)=O)(=O)=O)=CC=1.C(=O)(O)[O-].[Na+]. Product: [CH3:3][O:4][CH2:5][CH2:6][CH2:7][N:8]1[C:13]2[CH:14]=[C:15]([CH2:18][O:19][CH:20]3[CH2:25][NH:24][CH2:23][CH:22]([O:36][CH2:65][CH2:66][NH:67][CH3:78])[CH:21]3[C:37]3[CH:42]=[CH:41][C:40]([O:43][C:44]4[CH:54]=[CH:53][C:47]5[N:48]([CH3:52])[CH2:49][CH2:50][O:51][C:46]=5[CH:45]=4)=[CH:39][CH:38]=3)[CH:16]=[CH:17][C:12]=2[O:11][CH2:10][CH2:9]1. The catalyst class is: 7. (10) Reactant: Cl[C:2]1[CH:3]=[CH:4][C:5]2[C:14]([N:15]=1)=[C:13]1[C:8]([CH:9]=[CH:10][C:11]([CH2:16][CH2:17][CH2:18][O:19][N:20]=[C:21]([C:23]3[CH:28]=[CH:27][CH:26]=[C:25]([CH3:29])[N:24]=3)[CH3:22])=[N:12]1)=[CH:7][CH:6]=2.[C:30](=O)([O-])[O-].[Cs+].[Cs+].CB1OB(C)OB(C)O1.O. Product: [CH3:30][C:2]1[CH:3]=[CH:4][C:5]2[C:14]([N:15]=1)=[C:13]1[C:8]([CH:9]=[CH:10][C:11]([CH2:16][CH2:17][CH2:18][O:19][N:20]=[C:21]([C:23]3[CH:28]=[CH:27][CH:26]=[C:25]([CH3:29])[N:24]=3)[CH3:22])=[N:12]1)=[CH:7][CH:6]=2. The catalyst class is: 12.